Dataset: Full USPTO retrosynthesis dataset with 1.9M reactions from patents (1976-2016). Task: Predict the reactants needed to synthesize the given product. (1) Given the product [Cl:20][C:8]1[C:7]([C:1]2[CH:6]=[CH:5][CH:4]=[CH:3][CH:2]=2)=[N:16][C:15]2[C:10](=[CH:11][CH:12]=[CH:13][CH:14]=2)[N:9]=1, predict the reactants needed to synthesize it. The reactants are: [C:1]1([C:7]2[C:8](O)=[N:9][C:10]3[C:15]([N:16]=2)=[CH:14][CH:13]=[CH:12][CH:11]=3)[CH:6]=[CH:5][CH:4]=[CH:3][CH:2]=1.S(Cl)([Cl:20])=O. (2) Given the product [Cl:18][C:16]1[CH:17]=[C:12]([S:5][CH2:3][CH3:4])[C:13]([C:19]([N:21]([CH3:33])[C:22]2[CH:27]=[CH:26][C:25]([S:28][C:29]([F:32])([F:31])[F:30])=[CH:24][CH:23]=2)=[O:20])=[N:14][CH:15]=1, predict the reactants needed to synthesize it. The reactants are: [H-].[Na+].[CH2:3]([SH:5])[CH3:4].C1COCC1.Cl[C:12]1[C:13]([C:19]([N:21]([CH3:33])[C:22]2[CH:27]=[CH:26][C:25]([S:28][C:29]([F:32])([F:31])[F:30])=[CH:24][CH:23]=2)=[O:20])=[N:14][CH:15]=[C:16]([Cl:18])[CH:17]=1. (3) Given the product [Br:1][C:2]1[CH:10]=[CH:9][C:5]([C:6]([N:16]([CH2:17][CH3:18])[CH2:15][CH3:14])=[O:8])=[CH:4][C:3]=1[O:11][CH2:12][CH3:13], predict the reactants needed to synthesize it. The reactants are: [Br:1][C:2]1[CH:10]=[CH:9][C:5]([C:6]([OH:8])=O)=[CH:4][C:3]=1[O:11][CH2:12][CH3:13].[CH3:14][CH2:15][N:16](C(C)C)[CH:17](C)[CH3:18].C(NCC)C.CN(C(ON1N=NC2C=CC=NC1=2)=[N+](C)C)C.F[P-](F)(F)(F)(F)F. (4) Given the product [N+:11]([C:3]1[CH:4]=[C:5]([CH:9]=[CH:10][C:2]=1[N:29]1[CH2:30][CH2:31][N:26]([C:21]2[CH:22]=[CH:23][CH:24]=[CH:25][C:20]=2[CH3:32])[CH2:27][CH2:28]1)[C:6]([OH:8])=[O:7])([O-:13])=[O:12], predict the reactants needed to synthesize it. The reactants are: F[C:2]1[CH:10]=[CH:9][C:5]([C:6]([OH:8])=[O:7])=[CH:4][C:3]=1[N+:11]([O-:13])=[O:12].C([O-])([O-])=O.[K+].[K+].[C:20]1([CH3:32])[CH:25]=[CH:24][CH:23]=[CH:22][C:21]=1[N:26]1[CH2:31][CH2:30][NH:29][CH2:28][CH2:27]1. (5) Given the product [NH:7]1[C:8]2[C:4](=[CH:3][C:2]([C:19]3[CH2:24][CH2:23][N:22]([C:25]([O:27][C:28]([CH3:31])([CH3:30])[CH3:29])=[O:26])[CH2:21][CH:20]=3)=[CH:10][CH:9]=2)[CH:5]=[N:6]1, predict the reactants needed to synthesize it. The reactants are: Br[C:2]1[CH:3]=[C:4]2[C:8](=[CH:9][CH:10]=1)[NH:7][N:6]=[CH:5]2.CC1(C)C(C)(C)OB([C:19]2[CH2:20][CH2:21][N:22]([C:25]([O:27][C:28]([CH3:31])([CH3:30])[CH3:29])=[O:26])[CH2:23][CH:24]=2)O1.C(=O)([O-])[O-].[K+].[K+]. (6) Given the product [Br:1][C:2]1[CH:7]=[CH:6][CH:5]=[C:4]([Cl:8])[C:3]=1[CH:9]=[O:21], predict the reactants needed to synthesize it. The reactants are: [Br:1][C:2]1[CH:7]=[CH:6][CH:5]=[C:4]([Cl:8])[C:3]=1[CH:9]=NOC.CC1C=CC(S(O)(=O)=[O:21])=CC=1.C=O. (7) Given the product [CH3:13][N:14]([CH3:15])[CH:10]1[CH2:11][N:8]([C:1]([O:3][C:4]([CH3:7])([CH3:6])[CH3:5])=[O:2])[CH2:9]1, predict the reactants needed to synthesize it. The reactants are: [C:1]([N:8]1[CH2:11][C:10](=O)[CH2:9]1)([O:3][C:4]([CH3:7])([CH3:6])[CH3:5])=[O:2].[CH3:13][NH:14][CH3:15]. (8) Given the product [NH2:30][CH2:31][C:32]([OH:34])=[O:33].[NH2:21][C@H:22]([C:28]([OH:29])=[O:8])[CH2:23][CH2:24][CH2:25][CH2:26][NH2:27].[NH2:30][CH2:31][C:32]([OH:34])=[O:33], predict the reactants needed to synthesize it. The reactants are: C1C=C2C(C(O)(O)C(=O)C2=CC=1)=[O:8].II.N.NCC([NH:21][C@H:22]([C:28]([NH:30][CH2:31][C:32]([OH:34])=[O:33])=[O:29])[CH2:23][CH2:24][CH2:25][CH2:26][NH2:27])=O. (9) Given the product [NH2:1][C:2]1[C:10]([Cl:11])=[CH:9][C:5]([C:6]([NH:45][C:46]2[S:47][CH:48]=[CH:49][N:50]=2)=[O:8])=[C:4]([O:12][CH3:13])[CH:3]=1, predict the reactants needed to synthesize it. The reactants are: [NH2:1][C:2]1[C:10]([Cl:11])=[CH:9][C:5]([C:6]([OH:8])=O)=[C:4]([O:12][CH3:13])[CH:3]=1.CCN(C(C)C)C(C)C.Cl.CN(C)CCCN=C=NCC.ON1C2C=CC=CC=2N=N1.[NH2:45][C:46]1[S:47][CH:48]=[CH:49][N:50]=1. (10) Given the product [NH2:18][CH2:19][CH2:20][O:24][C:9]1[CH:10]=[CH:11][CH:12]=[CH:13][C:8]=1[C:6]([C:5]1[CH:14]=[CH:15][CH:2]=[CH:3][CH:4]=1)=[O:7], predict the reactants needed to synthesize it. The reactants are: O[C:2]1[CH:15]=[CH:14][C:5]([C:6]([C:8]2[CH:13]=[CH:12][CH:11]=[CH:10][CH:9]=2)=[O:7])=[CH:4][CH:3]=1.Cl.C[N:18](C)[CH2:19][CH2:20]Cl.C(=O)([O-])[O-:24].[K+].[K+].